The task is: Predict the reactants needed to synthesize the given product.. This data is from Full USPTO retrosynthesis dataset with 1.9M reactions from patents (1976-2016). (1) Given the product [CH3:1]/[C:2](/[CH:9]=[CH:10]/[CH:11]=[C:12](/[C:14]1[CH:23]=[CH:22][C:21]2[C:20]([CH3:24])([CH3:25])[CH2:19][CH:18]=[C:17]([C:26]3[CH:31]=[CH:30][C:29]([CH3:32])=[CH:28][CH:27]=3)[C:16]=2[CH:15]=1)\[CH3:13])=[CH:3]\[C:4]([OH:6])=[O:5], predict the reactants needed to synthesize it. The reactants are: [CH3:1]/[C:2](/[CH:9]=[CH:10]/[CH:11]=[C:12](/[C:14]1[CH:23]=[CH:22][C:21]2[C:20]([CH3:25])([CH3:24])[CH2:19][CH:18]=[C:17]([C:26]3[CH:31]=[CH:30][C:29]([CH3:32])=[CH:28][CH:27]=3)[C:16]=2[CH:15]=1)\[CH3:13])=[CH:3]\[C:4]([O:6]CC)=[O:5].CO.[Li+].[OH-].Cl. (2) The reactants are: [NH2:1][CH2:2][C:3]1[N:4]=[C:5]([NH:8][C:9]([NH:11][C:12]2[CH:17]=[CH:16][C:15]([CH3:18])=[CH:14][C:13]=2[C:19]([CH:21]2[CH2:25][CH2:24][CH2:23][CH2:22]2)=[O:20])=[O:10])[S:6][CH:7]=1.[CH3:26][N:27]([CH3:32])[CH2:28][C:29](O)=[O:30]. Given the product [CH:21]1([C:19]([C:13]2[CH:14]=[C:15]([CH3:18])[CH:16]=[CH:17][C:12]=2[NH:11][C:9](=[O:10])[NH:8][C:5]2[S:6][CH:7]=[C:3]([CH2:2][NH:1][C:29](=[O:30])[CH2:28][N:27]([CH3:32])[CH3:26])[N:4]=2)=[O:20])[CH2:25][CH2:24][CH2:23][CH2:22]1, predict the reactants needed to synthesize it. (3) Given the product [F:8][C:9]1[CH:14]=[C:13]([N+:15]([O-:17])=[O:16])[CH:12]=[CH:11][C:10]=1[O:18][C:20]1[C:29]2[C:24](=[CH:25][C:26]([O:32][CH2:33][CH2:34][CH2:35][N:36]3[CH2:37][CH2:38][CH2:39][CH2:40]3)=[C:27]([O:30][CH3:31])[CH:28]=2)[N:23]=[CH:22][CH:21]=1, predict the reactants needed to synthesize it. The reactants are: ClC1C=CC=CC=1.[F:8][C:9]1[CH:14]=[C:13]([N+:15]([O-:17])=[O:16])[CH:12]=[CH:11][C:10]=1[OH:18].Cl[C:20]1[C:29]2[C:24](=[CH:25][C:26]([O:32][CH2:33][CH2:34][CH2:35][N:36]3[CH2:40][CH2:39][CH2:38][CH2:37]3)=[C:27]([O:30][CH3:31])[CH:28]=2)[N:23]=[CH:22][CH:21]=1. (4) The reactants are: [CH2:1]([C:3]1([CH2:14][O:15]COC)[O:7][C:6]2=[N:8][C:9]([N+:11]([O-:13])=[O:12])=[CH:10][N:5]2[CH2:4]1)[CH3:2].Cl. Given the product [CH2:1]([C:3]1([CH2:14][OH:15])[O:7][C:6]2=[N:8][C:9]([N+:11]([O-:13])=[O:12])=[CH:10][N:5]2[CH2:4]1)[CH3:2], predict the reactants needed to synthesize it. (5) Given the product [ClH:65].[OH:24][C@H:22]1[C@:21]2([O:25][CH3:26])[C@@:8]([OH:45])([C:9](=[O:44])[C:10]3[C:19]([C:20]2=[O:27])=[C:18]([OH:28])[C:17]2[C:16](=[O:29])[CH:15]=[C:14]([NH:30][C@@H:31]4[C@H:36]([O:37][CH3:38])[C@H:35]([OH:39])[C@@H:34]([O:40][CH3:41])[C@H:33]([CH3:42])[O:32]4)[C:13](=[O:43])[C:12]=2[CH:11]=3)[C:7]2[C:2]([O:1][CH2:64][C:60]3[CH:59]=[N:58][CH:63]=[CH:62][CH:61]=3)=[C:3]([C:47]([O:49][CH3:50])=[O:48])[C:4]([CH3:46])=[CH:5][C:6]=2[CH2:23]1, predict the reactants needed to synthesize it. The reactants are: [OH:1][C:2]1[C:7]2[C@@:8]3([OH:45])[C@@:21]([O:25][CH3:26])([C@H:22]([OH:24])[CH2:23][C:6]=2[CH:5]=[C:4]([CH3:46])[C:3]=1[C:47]([O:49][CH3:50])=[O:48])[C:20](=[O:27])[C:19]1[C:10](=[CH:11][C:12]2[C:13](=[O:43])[C:14]([NH:30][C@@H:31]4[C@H:36]([O:37][CH3:38])[C@H:35]([OH:39])[C@@H:34]([O:40][CH3:41])[C@H:33]([CH3:42])[O:32]4)=[CH:15][C:16](=[O:29])[C:17]=2[C:18]=1[OH:28])[C:9]3=[O:44].C(=O)([O-])[O-].[K+].[K+].Cl.[N:58]1[CH:63]=[CH:62][CH:61]=[C:60]([CH2:64][Cl:65])[CH:59]=1. (6) Given the product [CH3:22][CH:23]([OH:38])[C:24]1[CH:29]=[CH:28][CH:27]=[CH:26][CH:25]=1, predict the reactants needed to synthesize it. The reactants are: N1(C(N2CCC(OC3N=CN=C(N4[C:29]5[C:24](=[CH:25][C:26](S(C)(=O)=O)=[CH:27][CH:28]=5)[CH2:23][CH2:22]4)C=3)CC2)=O)C=CN=C1.CC([OH:38])CC.